Dataset: HIV replication inhibition screening data with 41,000+ compounds from the AIDS Antiviral Screen. Task: Binary Classification. Given a drug SMILES string, predict its activity (active/inactive) in a high-throughput screening assay against a specified biological target. (1) The molecule is NS(=O)(=O)c1ccc(NNc2c3ccccc3nc3c(C(=O)Nc4ccc(S(=O)(=O)Nc5ncccn5)cc4)cccc23)cc1. The result is 0 (inactive). (2) The compound is COC(=O)C(C#N)=C(NCc1ccccc1)Nc1ccccc1. The result is 0 (inactive).